Predict the product of the given reaction. From a dataset of Forward reaction prediction with 1.9M reactions from USPTO patents (1976-2016). (1) Given the reactants [Cl:1][C:2]1[CH:7]=[C:6]2[NH:8][C:9](=[O:41])[C:10]3([CH:15]([C:16]4(CC)[CH:21]=[C:20]([Cl:22])[CH:19]=[CH:18][CH:17]4[O:23][CH:24]([C:27]([OH:29])=O)[CH2:25][CH3:26])[CH2:14][C:13](=[O:32])[NH:12][CH:11]3[C:33]3[CH:38]=[C:37]([F:39])[CH:36]=[CH:35][C:34]=3[CH3:40])[C:5]2=[CH:4][CH:3]=1.[NH2:42][CH2:43][C@H:44]([OH:47])[CH2:45][OH:46].CN(C(ON1N=N[C:58]2C=CC=N[C:57]1=2)=[N+](C)C)C.F[P-](F)(F)(F)(F)F.O, predict the reaction product. The product is: [Cl:1][C:2]1[CH:7]=[C:6]2[NH:8][C:9](=[O:41])[C:10]3([CH:15]([C:16]4[CH:21]=[C:20]([Cl:22])[CH:19]=[CH:18][C:17]=4[O:23][C:24]([CH2:25][CH3:26])([C:27](=[O:29])[NH:42][CH2:43][C@H:44]([OH:47])[CH2:45][OH:46])[CH2:57][CH3:58])[CH2:14][C:13](=[O:32])[NH:12][CH:11]3[C:33]3[CH:38]=[C:37]([F:39])[CH:36]=[CH:35][C:34]=3[CH3:40])[C:5]2=[CH:4][CH:3]=1. (2) Given the reactants Br[C:2]1[CH:7]=[CH:6][C:5]([F:8])=[CH:4][C:3]=1[CH:9]1[O:13]CCO1.C([Li])CCC.[B:19](OC(C)C)([O:24]C(C)C)[O:20]C(C)C.Cl, predict the reaction product. The product is: [F:8][C:5]1[CH:6]=[CH:7][C:2]([B:19]([OH:24])[OH:20])=[C:3]([CH:9]=[O:13])[CH:4]=1.